From a dataset of Full USPTO retrosynthesis dataset with 1.9M reactions from patents (1976-2016). Predict the reactants needed to synthesize the given product. (1) Given the product [CH:1]1([CH2:4][O:5][C:10]2[CH:11]=[C:12]([CH3:20])[C:13]3[N:14]([C:16]([NH2:19])=[N:17][N:18]=3)[N:15]=2)[CH2:3][CH2:2]1, predict the reactants needed to synthesize it. The reactants are: [CH:1]1([CH2:4][OH:5])[CH2:3][CH2:2]1.[H-].[Na+].Br.Cl[C:10]1[CH:11]=[C:12]([CH3:20])[C:13]2[N:14]([C:16]([NH2:19])=[N:17][N:18]=2)[N:15]=1. (2) The reactants are: [C:1](Cl)([CH3:3])=[O:2].[CH3:5][N:6]([CH3:23])[C:7]1[CH:16]=[CH:15][C:14]2[C:9](=[CH:10][CH:11]=[C:12]([C:17]#[C:18][Si](C)(C)C)[CH:13]=2)[CH:8]=1.[Al+3].[Cl-].[Cl-].[Cl-]. Given the product [CH3:5][N:6]([CH3:23])[C:7]1[CH:8]=[C:9]2[C:14](=[CH:15][CH:16]=1)[CH:13]=[C:12]([C:17]#[C:18][C:1](=[O:2])[CH3:3])[CH:11]=[CH:10]2, predict the reactants needed to synthesize it.